This data is from Full USPTO retrosynthesis dataset with 1.9M reactions from patents (1976-2016). The task is: Predict the reactants needed to synthesize the given product. (1) Given the product [Cl:22][C:23]1[C:32]2[C:27](=[CH:28][CH:29]=[CH:30][CH:31]=2)[C:26]([N:33]2[C:15]([C:10]3[C:11](=[O:14])[CH:12]=[CH:13][N:8]([C:4]4[CH:5]=[CH:6][CH:7]=[C:2]([Cl:1])[CH:3]=4)[N:9]=3)=[CH:16][CH:17]=[N:18]2)=[CH:25][CH:24]=1, predict the reactants needed to synthesize it. The reactants are: [Cl:1][C:2]1[CH:3]=[C:4]([N:8]2[CH:13]=[CH:12][C:11](=[O:14])[C:10]([C:15](=O)/[CH:16]=[CH:17]/[N:18](C)C)=[N:9]2)[CH:5]=[CH:6][CH:7]=1.[Cl:22][C:23]1[C:32]2[C:27](=[CH:28][CH:29]=[CH:30][CH:31]=2)[C:26]([NH:33]N)=[CH:25][CH:24]=1. (2) Given the product [Br:18][CH2:31][C:25]1[CH:30]=[CH:29][C:28]([O:23][CH3:20])=[CH:27][C:26]=1[CH2:7][C:8]([O:9][CH3:10])=[O:11], predict the reactants needed to synthesize it. The reactants are: COC1C=CC2[CH2:7][C:8](=[O:11])[O:9][CH2:10]C=2C=1.CO.S(Br)([Br:18])=O.[C:20](=[O:23])(O)[O-].[Na+].[C:25]1([CH3:31])[CH:30]=[CH:29][CH:28]=[CH:27][CH:26]=1. (3) Given the product [CH3:29][N:27]1[C:26](=[O:30])[CH2:25][N:24]2[C:31]([CH:44]=[O:46])=[CH:21][N:22]=[C:23]2[CH2:28]1, predict the reactants needed to synthesize it. The reactants are: [N+](C1C=CC(COC(C2N3[C@H](SC=2)C(C(OC(=O)C)[C:21]2[N:22]=[C:23]4[CH2:28][N:27]([CH3:29])[C:26](=[O:30])[CH2:25][N:24]4[CH:31]=2)(Br)C3=O)=O)=CC=1)([O-])=O.P([O-])([O-])([O-])=O.[C:44](OCC)(=[O:46])C.